From a dataset of Catalyst prediction with 721,799 reactions and 888 catalyst types from USPTO. Predict which catalyst facilitates the given reaction. Reactant: [Si]([O:8][CH2:9][C:10]1[CH:11]=[C:12]2[C:17](=[N:18][C:19]=1[CH:20](OC)[O:21]C)[N:16]([C:25]([NH:27][C:28]1[CH:33]=[C:32]([N:34]3[CH2:50][CH2:49][C:37]4([CH2:41][N:40](C(OC(C)(C)C)=O)[CH2:39][CH2:38]4)[CH2:36][CH2:35]3)[C:31]([C:51]#[N:52])=[CH:30][N:29]=1)=[O:26])[CH2:15][CH2:14][CH2:13]2)(C(C)(C)C)(C)C.Cl.C([O-])(O)=O.[Na+]. Product: [C:51]([C:31]1[C:32]([N:34]2[CH2:35][CH2:36][C:37]3([CH2:41][NH:40][CH2:39][CH2:38]3)[CH2:49][CH2:50]2)=[CH:33][C:28]([NH:27][C:25]([N:16]2[C:17]3[C:12](=[CH:11][C:10]([CH2:9][OH:8])=[C:19]([CH:20]=[O:21])[N:18]=3)[CH2:13][CH2:14][CH2:15]2)=[O:26])=[N:29][CH:30]=1)#[N:52]. The catalyst class is: 20.